This data is from Catalyst prediction with 721,799 reactions and 888 catalyst types from USPTO. The task is: Predict which catalyst facilitates the given reaction. Reactant: [Cl:1][C:2]1[CH:43]=[CH:42][C:5]2[N:6]([S:31]([C:34]3[CH:39]=[CH:38][C:37]([O:40][CH3:41])=[CH:36][CH:35]=3)(=[O:33])=[O:32])[C:7](=[O:30])[N:8]([CH:9]([C:24]3[CH:29]=[CH:28][CH:27]=[CH:26][CH:25]=3)[C:10](=[O:23])[N:11]3[CH2:16][CH2:15][N:14]([CH:17]4[CH2:22][CH2:21][NH:20][CH2:19][CH2:18]4)[CH2:13][CH2:12]3)[C:4]=2[CH:3]=1.[CH:44](=O)[CH2:45][CH3:46]. Product: [Cl:1][C:2]1[CH:43]=[CH:42][C:5]2[N:6]([S:31]([C:34]3[CH:35]=[CH:36][C:37]([O:40][CH3:41])=[CH:38][CH:39]=3)(=[O:33])=[O:32])[C:7](=[O:30])[N:8]([CH:9]([C:24]3[CH:25]=[CH:26][CH:27]=[CH:28][CH:29]=3)[C:10](=[O:23])[N:11]3[CH2:12][CH2:13][N:14]([CH:17]4[CH2:18][CH2:19][N:20]([CH2:44][CH2:45][CH3:46])[CH2:21][CH2:22]4)[CH2:15][CH2:16]3)[C:4]=2[CH:3]=1. The catalyst class is: 1.